Dataset: Forward reaction prediction with 1.9M reactions from USPTO patents (1976-2016). Task: Predict the product of the given reaction. (1) The product is: [CH:1]1([C:6]2([F:34])[S:10][C:9]([NH:11][C:12]3[CH:17]=[CH:16][CH:15]=[CH:14][C:13]=3[F:18])=[N:8][C:7]2=[O:19])[CH2:2][CH2:3][CH2:4][CH2:5]1. Given the reactants [CH:1]1([CH:6]2[S:10][C:9]([NH:11][C:12]3[CH:17]=[CH:16][CH:15]=[CH:14][C:13]=3[F:18])=[N:8][C:7]2=[O:19])[CH2:5][CH2:4][CH2:3][CH2:2]1.[Li+].CC([N-]C(C)C)C.C[Si](Cl)(C)C.[B-](F)(F)(F)[F:34].[B-](F)(F)(F)F.C1[N+]2(CCl)CC[N+](F)(CC2)C1, predict the reaction product. (2) Given the reactants [Cl:1][C:2]1[N:10](CC=C)[C:9]2[C:8](=[O:14])[NH:7][C:6](=[O:15])[N:5]([CH2:16][CH2:17][CH2:18][CH2:19][CH3:20])[C:4]=2[N:3]=1.CS(C)=O.N1CCOCC1, predict the reaction product. The product is: [Cl:1][C:2]1[NH:10][C:9]2[C:8](=[O:14])[NH:7][C:6](=[O:15])[N:5]([CH2:16][CH2:17][CH2:18][CH2:19][CH3:20])[C:4]=2[N:3]=1. (3) Given the reactants [C:9](O[C:9]([O:11][C:12]([CH3:15])([CH3:14])[CH3:13])=[O:10])([O:11][C:12]([CH3:15])([CH3:14])[CH3:13])=[O:10].[C:16]1([CH3:29])[CH:21]=[CH:20][CH:19]=[CH:18][C:17]=1[C@H:22]1[CH2:27][CH2:26][NH:25][CH2:24][C@@H:23]1[OH:28].C(=O)([O-])O.[Na+], predict the reaction product. The product is: [OH:28][C@@H:23]1[C@@H:22]([C:17]2[CH:18]=[CH:19][CH:20]=[CH:21][C:16]=2[CH3:29])[CH2:27][CH2:26][N:25]([C:9]([O:11][C:12]([CH3:13])([CH3:14])[CH3:15])=[O:10])[CH2:24]1. (4) The product is: [CH3:1][C:2]([CH3:29])([CH3:28])[C:3]#[C:4][C:5]1[S:9][C:8]([C:10]([O:12][CH3:13])=[O:11])=[C:7]([N:14]([C@H:15]2[CH2:21][CH2:20][CH2:19][CH2:18][N:17]([CH2:22][CH2:23][N:24]([CH3:26])[CH3:25])[C:16]2=[O:27])[C:43]([C@H:40]2[CH2:41][CH2:42][C@H:37]([CH3:36])[CH2:38][CH2:39]2)=[O:44])[CH:6]=1. Given the reactants [CH3:1][C:2]([CH3:29])([CH3:28])[C:3]#[C:4][C:5]1[S:9][C:8]([C:10]([O:12][CH3:13])=[O:11])=[C:7]([NH:14][C@H:15]2[CH2:21][CH2:20][CH2:19][CH2:18][N:17]([CH2:22][CH2:23][N:24]([CH3:26])[CH3:25])[C:16]2=[O:27])[CH:6]=1.N1C=CC=CC=1.[CH3:36][C@H:37]1[CH2:42][CH2:41][C@H:40]([C:43](Cl)=[O:44])[CH2:39][CH2:38]1, predict the reaction product. (5) Given the reactants [CH2:1]([C@H:8]([CH2:12][C:13]([O:15]C(C)(C)C)=[O:14])[C:9]([OH:11])=O)[C:2]1[CH:7]=[CH:6][CH:5]=[CH:4][CH:3]=1.[CH3:20][O:21][C:22]1[N:27]=[CH:26][C:25](B(O)O)=[CH:24][CH:23]=1.[Br:31][C:32]1[CH:37]=[C:36]([Cl:38])[CH:35]=[CH:34][C:33]=1[C:39]1[N:40]=[C:41]([NH:44][CH3:45])[S:42][CH:43]=1, predict the reaction product. The product is: [CH2:1]([C@@H:8]([C:9]([N:44]([C:41]1[S:42][CH:43]=[C:39]([C:33]2[CH:34]=[CH:35][C:36]([Cl:38])=[CH:37][C:32]=2[C:25]2[CH:26]=[N:27][C:22]([O:21][CH3:20])=[CH:23][CH:24]=2)[N:40]=1)[CH3:45])=[O:11])[CH2:12][C:13]([OH:15])=[O:14])[C:2]1[CH:3]=[CH:4][CH:5]=[CH:6][CH:7]=1.[Br:31][C:32]1[CH:37]=[C:36]([Cl:38])[CH:35]=[CH:34][C:33]=1[C:39]1[N:40]=[C:41]([NH:44][CH3:45])[S:42][CH:43]=1. (6) Given the reactants [CH3:1][C:2]1[CH:7]=[CH:6][C:5]([N+:8]([O-:10])=[O:9])=[CH:4][C:3]=1/[N:11]=[C:12](\Cl)/[C:13]1[S:21][C:16]2=[N:17][CH:18]=[CH:19][N:20]=[C:15]2[CH:14]=1.[C-:23]#[N:24].[K+], predict the reaction product. The product is: [CH3:1][C:2]1[CH:7]=[CH:6][C:5]([N+:8]([O-:10])=[O:9])=[CH:4][C:3]=1/[N:11]=[C:12](\[C:23]#[N:24])/[C:13]1[S:21][C:16]2=[N:17][CH:18]=[CH:19][N:20]=[C:15]2[CH:14]=1. (7) Given the reactants [F:1][C:2]1[CH:3]=[C:4]([CH2:9][C@H:10]([NH:17]C(=O)OC(C)(C)C)[C:11]([N:13]([O:15][CH3:16])[CH3:14])=[O:12])[CH:5]=[C:6]([F:8])[CH:7]=1.Cl.O1CCOCC1, predict the reaction product. The product is: [NH2:17][C@@H:10]([CH2:9][C:4]1[CH:5]=[C:6]([F:8])[CH:7]=[C:2]([F:1])[CH:3]=1)[C:11]([N:13]([O:15][CH3:16])[CH3:14])=[O:12]. (8) Given the reactants Br[C:2]1[C:3]([C@@H:14]([NH:24][C:25](=[O:43])[CH2:26][N:27]2[C:35]3[C:34]([F:37])([F:36])[CH2:33][CH2:32][C:31]([F:39])([F:38])[C:30]=3[C:29]([CH:40]([F:42])[F:41])=[N:28]2)[CH2:15][C:16]2[CH:21]=[C:20]([F:22])[CH:19]=[C:18]([F:23])[CH:17]=2)=[N:4][CH:5]=[C:6]([C:8]#[C:9][C:10]([OH:13])([CH3:12])[CH3:11])[CH:7]=1.CC1(C)C(C)(C)OB([C:52]2[CH:60]=[C:59]3[C:55]([CH2:56][NH:57][C:58]3=[O:61])=[CH:54][CH:53]=2)O1.[Li+].[Cl-].C([O-])([O-])=O.[K+].[K+], predict the reaction product. The product is: [F:41][CH:40]([F:42])[C:29]1[C:30]2[C:31]([F:39])([F:38])[CH2:32][CH2:33][C:34]([F:37])([F:36])[C:35]=2[N:27]([CH2:26][C:25]([NH:24][C@H:14]([C:3]2[C:2]([C:52]3[CH:60]=[C:59]4[C:55](=[CH:54][CH:53]=3)[CH2:56][NH:57][C:58]4=[O:61])=[CH:7][C:6]([C:8]#[C:9][C:10]([OH:13])([CH3:11])[CH3:12])=[CH:5][N:4]=2)[CH2:15][C:16]2[CH:17]=[C:18]([F:23])[CH:19]=[C:20]([F:22])[CH:21]=2)=[O:43])[N:28]=1. (9) Given the reactants [CH2:1]([O:5][C:6]1[CH:7]=[C:8](/[CH:13]=[C:14](\[O:19][CH3:20])/[C:15]([O:17][CH3:18])=[O:16])[CH:9]=[CH:10][C:11]=1I)[CH2:2][CH2:3][CH3:4].[CH3:21][NH:22][C:23]1[CH:28]=[CH:27][CH:26]=[C:25](B2OC(C)(C)C(C)(C)O2)[CH:24]=1.P([O-])([O-])([O-])=O.[K+].[K+].[K+].[Cl-].[NH4+], predict the reaction product. The product is: [CH2:1]([O:5][C:6]1[CH:7]=[C:8](/[CH:13]=[C:14](\[O:19][CH3:20])/[C:15]([O:17][CH3:18])=[O:16])[CH:9]=[CH:10][C:11]=1[C:25]1[CH:26]=[CH:27][CH:28]=[C:23]([NH:22][CH3:21])[CH:24]=1)[CH2:2][CH2:3][CH3:4].